From a dataset of Forward reaction prediction with 1.9M reactions from USPTO patents (1976-2016). Predict the product of the given reaction. (1) Given the reactants FC(F)(F)C(O)=O.C(OC([N:15]1[CH2:20][CH2:19][N:18]([C:21]2[CH:26]=[CH:25][CH:24]=[C:23]([O:27][CH3:28])[N:22]=2)[C:17](=[O:29])[CH2:16]1)=O)(C)(C)C, predict the reaction product. The product is: [CH3:28][O:27][C:23]1[N:22]=[C:21]([N:18]2[CH2:19][CH2:20][NH:15][CH2:16][C:17]2=[O:29])[CH:26]=[CH:25][CH:24]=1. (2) The product is: [CH2:9]([NH:8][C:11]1([C@@H:14]2[CH2:18][CH2:17][N:16]([C:27]3[C:36]([CH3:37])=[C:35]4[C:30]([C:31](=[O:45])[C:32]([C:42]([OH:44])=[O:43])=[CH:33][N:34]4[C@@H:38]4[CH2:40][C@@H:39]4[F:41])=[CH:29][CH:28]=3)[CH2:15]2)[CH2:12][CH2:13]1)[CH3:10]. Given the reactants C(OC([N:8]([C:11]1([C@@H:14]2[CH2:18][CH2:17][NH:16][CH2:15]2)[CH2:13][CH2:12]1)[CH2:9][CH3:10])=O)(C)(C)C.C(N(CC)CC)C.F[C:27]1[C:36]([CH3:37])=[C:35]2[C:30]([C:31](=[O:45])[C:32]([C:42]([OH:44])=[O:43])=[CH:33][N:34]2[C@@H:38]2[CH2:40][C@@H:39]2[F:41])=[CH:29][CH:28]=1, predict the reaction product. (3) The product is: [ClH:46].[NH2:35][C:32]([CH3:33])([CH3:34])[CH:31]=[C:30]([C:43]#[N:44])[C:29]([NH:28][C@H:26]([CH3:27])[CH2:25][N:8]1[C:4]2=[N:5][CH:6]=[N:7][C:2]([NH2:1])=[C:3]2[C:10]([C:11]2[CH:16]=[CH:15][C:14]([O:17][C:18]3[CH:23]=[CH:22][CH:21]=[CH:20][CH:19]=3)=[CH:13][C:12]=2[F:24])=[N:9]1)=[O:45]. Given the reactants [NH2:1][C:2]1[N:7]=[CH:6][N:5]=[C:4]2[N:8]([CH2:25][C@H:26]([NH:28][C:29](=[O:45])[C:30]([C:43]#[N:44])=[CH:31][C:32]([NH:35]C(=O)OC(C)(C)C)([CH3:34])[CH3:33])[CH3:27])[N:9]=[C:10]([C:11]3[CH:16]=[CH:15][C:14]([O:17][C:18]4[CH:23]=[CH:22][CH:21]=[CH:20][CH:19]=4)=[CH:13][C:12]=3[F:24])[C:3]=12.[ClH:46].C(OCC)C, predict the reaction product. (4) Given the reactants [CH2:1]([O:8][C:9]1[CH:18]=[CH:17][C:16]([NH:19][S:20]([C:23]2[CH:28]=[CH:27][CH:26]=[CH:25][C:24]=2[N+:29]([O-])=O)(=[O:22])=[O:21])=[C:15]2[C:10]=1[CH:11]=[CH:12][CH:13]=[N:14]2)[C:2]1[CH:7]=[CH:6][CH:5]=[CH:4][CH:3]=1.Cl[Sn]Cl, predict the reaction product. The product is: [NH2:29][C:24]1[CH:25]=[CH:26][CH:27]=[CH:28][C:23]=1[S:20]([NH:19][C:16]1[CH:17]=[CH:18][C:9]([O:8][CH2:1][C:2]2[CH:3]=[CH:4][CH:5]=[CH:6][CH:7]=2)=[C:10]2[C:15]=1[N:14]=[CH:13][CH:12]=[CH:11]2)(=[O:21])=[O:22]. (5) Given the reactants C(N(CC)CC)C.[Cl:8][C:9]1[CH:14]=[CH:13][CH:12]=[CH:11][C:10]=1[S:15](Cl)(=[O:17])=[O:16].Cl.[CH3:20][O:21][C:22]([C:24]1[CH:25]=[C:26]2[C:30](=[CH:31][CH:32]=1)[CH2:29][CH2:28][C@H:27]2[NH2:33])=[O:23], predict the reaction product. The product is: [Cl:8][C:9]1[CH:14]=[CH:13][CH:12]=[CH:11][C:10]=1[S:15]([NH:33][C@H:27]1[C:26]2[C:30](=[CH:31][CH:32]=[C:24]([C:22]([O:21][CH3:20])=[O:23])[CH:25]=2)[CH2:29][CH2:28]1)(=[O:17])=[O:16]. (6) The product is: [C:1]([O:5][C:6](=[O:40])[NH:7][C:8]1([C:12]2[CH:17]=[CH:16][C:15]([C:18]3[C:27](=[O:28])[C:26]4[C:21](=[C:22]([C:81]5[CH:80]=[N:79][N:78]([CH3:77])[C:82]=5[CH3:83])[CH:23]=[CH:24][CH:25]=4)[O:20][C:19]=3[C:34]3[CH:35]=[CH:36][CH:37]=[CH:38][CH:39]=3)=[CH:14][CH:13]=2)[CH2:11][CH2:10][CH2:9]1)([CH3:3])([CH3:4])[CH3:2]. Given the reactants [C:1]([O:5][C:6](=[O:40])[NH:7][C:8]1([C:12]2[CH:17]=[CH:16][C:15]([C:18]3[C:27](=[O:28])[C:26]4[C:21](=[CH:22][C:23](C5NN=CC=5)=[CH:24][CH:25]=4)[O:20][C:19]=3[C:34]3[CH:39]=[CH:38][CH:37]=[CH:36][CH:35]=3)=[CH:14][CH:13]=2)[CH2:11][CH2:10][CH2:9]1)([CH3:4])([CH3:3])[CH3:2].C(OC(=O)NC1(C2C=CC(C3C(=O)C4C(=C(Br)C=CC=4)OC=3C3C=CC=CC=3)=CC=2)CCC1)(C)(C)C.[CH3:77][N:78]1[C:82]([CH3:83])=[C:81](B2OC(C)(C)C(C)(C)O2)[CH:80]=[N:79]1, predict the reaction product. (7) Given the reactants [C:1](OC(=O)C)(=[O:3])[CH3:2].[NH2:8][CH2:9][C@H:10]1[O:14][C:13](=[O:15])[N:12]([C:16]2[CH:17]=[C:18]3[C:22](=[C:23]([F:25])[CH:24]=2)[N:21]([CH2:26][CH2:27][CH3:28])[C:20](=[O:29])[CH2:19]3)[CH2:11]1.C(N(CC)C(C)C)(C)C, predict the reaction product. The product is: [F:25][C:23]1[CH:24]=[C:16]([N:12]2[CH2:11][C@H:10]([CH2:9][NH:8][C:1](=[O:3])[CH3:2])[O:14][C:13]2=[O:15])[CH:17]=[C:18]2[C:22]=1[N:21]([CH2:26][CH2:27][CH3:28])[C:20](=[O:29])[CH2:19]2.